Dataset: Forward reaction prediction with 1.9M reactions from USPTO patents (1976-2016). Task: Predict the product of the given reaction. (1) Given the reactants [CH:1]([N:4]1[C:13]2[C:8](=[C:9]([CH3:14])[CH:10]=[CH:11][CH:12]=2)[CH:7]=[C:6]([C:15]([NH:17][CH2:18][CH:19]2[CH2:24][CH2:23][N:22](C(OC(C)(C)C)=O)[CH2:21][CH2:20]2)=[O:16])[C:5]1=[O:32])([CH3:3])[CH3:2], predict the reaction product. The product is: [CH:1]([N:4]1[C:13]2[C:8](=[C:9]([CH3:14])[CH:10]=[CH:11][CH:12]=2)[CH:7]=[C:6]([C:15]([NH:17][CH2:18][CH:19]2[CH2:24][CH2:23][NH:22][CH2:21][CH2:20]2)=[O:16])[C:5]1=[O:32])([CH3:3])[CH3:2]. (2) Given the reactants [CH3:1][C:2](=[CH:4][CH2:5][CH2:6]/[C:7](=[CH:9]/[CH2:10][OH:11])/[CH3:8])[CH3:3].Cl[CH2:13]Cl, predict the reaction product. The product is: [CH3:8][C:7]([CH2:6][CH2:5][CH:4]=[C:2]([CH3:3])[CH3:1])=[CH:9][CH:10]=[CH2:13].[CH3:3][C:2](=[CH:4][CH2:5][CH2:6]/[C:7](=[CH:9]/[CH:10]=[O:11])/[CH3:8])[CH3:1]. (3) The product is: [Cl:17][C:18]1[CH:23]=[CH:22][C:21]([S:24]([NH:1][C:2]2[CH:7]=[C:6]([Cl:8])[CH:5]=[CH:4][C:3]=2[C:9]([N:11]2[CH2:16][CH2:15][CH2:14][CH2:13]2)=[O:10])(=[O:25])=[O:26])=[CH:20][C:19]=1[C:28]([F:31])([F:29])[F:30]. Given the reactants [NH2:1][C:2]1[CH:7]=[C:6]([Cl:8])[CH:5]=[CH:4][C:3]=1[C:9]([N:11]1[CH2:16][CH2:15][CH2:14][CH2:13]C1)=[O:10].[Cl:17][C:18]1[CH:23]=[CH:22][C:21]([S:24](Cl)(=[O:26])=[O:25])=[CH:20][C:19]=1[C:28]([F:31])([F:30])[F:29], predict the reaction product.